This data is from Catalyst prediction with 721,799 reactions and 888 catalyst types from USPTO. The task is: Predict which catalyst facilitates the given reaction. (1) Product: [CH3:18][O:17][C:15](=[O:16])[C@@H:14]([N:13]1[CH2:12][CH2:11][C@H:10]([NH:29][C:30]([O:32][CH2:33][CH:34]2[C:46]3[CH:45]=[CH:44][CH:43]=[CH:42][C:41]=3[C:40]3[C:35]2=[CH:36][CH:37]=[CH:38][CH:39]=3)=[O:31])[C:9]1=[O:47])[CH2:19][C:20]1[C:28]2[C:23](=[CH:24][CH:25]=[CH:26][CH:27]=2)[NH:22][CH:21]=1. Reactant: C(O[C:9](=[O:47])[C@@H:10]([NH:29][C:30]([O:32][CH2:33][CH:34]1[C:46]2[CH:45]=[CH:44][CH:43]=[CH:42][C:41]=2[C:40]2[C:35]1=[CH:36][CH:37]=[CH:38][CH:39]=2)=[O:31])[CH2:11][CH2:12][NH:13][C@@H:14]([CH2:19][C:20]1[C:28]2[C:23](=[CH:24][CH:25]=[CH:26][CH:27]=2)[NH:22][CH:21]=1)[C:15]([O:17][CH3:18])=[O:16])C1C=CC=CC=1. The catalyst class is: 11. (2) Reactant: [CH:1]([N:4]=[C:5]=[O:6])([CH3:3])[CH3:2].ClCCl.[CH3:10][S:11]([C:14]1[CH:15]=[C:16]2[C:20](=[CH:21][CH:22]=1)[N:19]([C:23]1[CH:28]=[C:27]([O:29][CH:30]3[CH2:35][CH2:34][NH:33][CH2:32][CH2:31]3)[N:26]=[CH:25][N:24]=1)[CH2:18][CH2:17]2)(=[O:13])=[O:12]. Product: [CH:1]([NH:4][C:5]([N:33]1[CH2:32][CH2:31][CH:30]([O:29][C:27]2[CH:28]=[C:23]([N:19]3[C:20]4[C:16](=[CH:15][C:14]([S:11]([CH3:10])(=[O:13])=[O:12])=[CH:22][CH:21]=4)[CH2:17][CH2:18]3)[N:24]=[CH:25][N:26]=2)[CH2:35][CH2:34]1)=[O:6])([CH3:3])[CH3:2]. The catalyst class is: 6. (3) Reactant: [CH:1]12[CH2:10][CH:5]3[CH2:6][CH:7]([CH2:9][CH:3]([CH2:4]3)[CH:2]1[C:11]1[CH:16]=[C:15]([CH3:17])[C:14]([N+:18]([O-])=O)=[CH:13][C:12]=1[OH:21])[CH2:8]2. Product: [CH:3]12[CH2:4][CH:5]3[CH2:6][CH:7]([CH2:8][CH:1]([CH2:10]3)[CH:2]1[C:11]1[CH:16]=[C:15]([CH3:17])[C:14]([NH2:18])=[CH:13][C:12]=1[OH:21])[CH2:9]2. The catalyst class is: 14.